From a dataset of Full USPTO retrosynthesis dataset with 1.9M reactions from patents (1976-2016). Predict the reactants needed to synthesize the given product. (1) Given the product [CH3:1][O:2][C:3]1[CH:17]=[C:16]([O:18][CH3:19])[CH:15]=[CH:14][C:4]=1[CH2:5][N:6]([C:7]1[CH:12]=[CH:11][C:10]([F:13])=[CH:9][N:8]=1)[S:28]([C:22]1[CH:23]=[CH:24][C:25]([F:27])=[CH:26][C:21]=1[F:20])(=[O:30])=[O:29], predict the reactants needed to synthesize it. The reactants are: [CH3:1][O:2][C:3]1[CH:17]=[C:16]([O:18][CH3:19])[CH:15]=[CH:14][C:4]=1[CH2:5][NH:6][C:7]1[CH:12]=[CH:11][C:10]([F:13])=[CH:9][N:8]=1.[F:20][C:21]1[CH:26]=[C:25]([F:27])[CH:24]=[CH:23][C:22]=1[S:28](Cl)(=[O:30])=[O:29]. (2) Given the product [Cl:12][C:4]1[CH:3]=[C:2]([I:13])[CH:11]=[CH:10][C:5]=1[O:6][CH2:7][CH2:8][OH:9], predict the reactants needed to synthesize it. The reactants are: Br[C:2]1[CH:11]=[CH:10][C:5]([O:6][CH2:7][CH2:8][OH:9])=[C:4]([Cl:12])[CH:3]=1.[I-:13].[Na+].CN(C)CCN.N. (3) The reactants are: C([O:3][C:4]([C:6]1[CH:7]=[N:8][N:9]([CH2:13][O:14][CH2:15][CH2:16][Si:17]([CH3:20])([CH3:19])[CH3:18])[C:10](=[O:12])[CH:11]=1)=O)C.O.[NH2:22][NH2:23]. Given the product [O:12]=[C:10]1[N:9]([CH2:13][O:14][CH2:15][CH2:16][Si:17]([CH3:20])([CH3:19])[CH3:18])[N:8]=[CH:7][C:6]([C:4]([NH:22][NH2:23])=[O:3])=[CH:11]1, predict the reactants needed to synthesize it. (4) Given the product [CH3:1][C:2]1([CH3:9])[CH2:7][CH:6]([C:10](=[O:16])[C:11]([O:13][CH2:14][CH3:15])=[O:12])[C:5](=[O:8])[CH2:4][CH2:3]1, predict the reactants needed to synthesize it. The reactants are: [CH3:1][C:2]1([CH3:9])[CH2:7][CH2:6][C:5](=[O:8])[CH2:4][CH2:3]1.[C:10](OCC)(=[O:16])[C:11]([O:13][CH2:14][CH3:15])=[O:12]. (5) Given the product [Cl:15][C:3]1[N:4]2[C:9]([CH:8]=[CH:7][CH:6]=[CH:5]2)=[CH:1][C:2]=1[C:10]([O:12][CH2:13][CH3:14])=[O:11], predict the reactants needed to synthesize it. The reactants are: [CH:1]1[C:2]([C:10]([O:12][CH2:13][CH3:14])=[O:11])=[CH:3][N:4]2[C:9]=1[CH:8]=[CH:7][CH:6]=[CH:5]2.[Cl:15]N1C(=O)CCC1=O. (6) Given the product [CH2:1]([O:3][C:4](=[O:14])[C:5]1[CH:10]=[CH:9][C:8]([CH2:11][N:24]2[CH2:25][CH2:26][C@@H:22]([NH:21][C:20]([O:19][C:15]([CH3:18])([CH3:17])[CH3:16])=[O:27])[CH2:23]2)=[C:7]([Br:13])[CH:6]=1)[CH3:2], predict the reactants needed to synthesize it. The reactants are: [CH2:1]([O:3][C:4](=[O:14])[C:5]1[CH:10]=[CH:9][C:8]([CH2:11]Br)=[C:7]([Br:13])[CH:6]=1)[CH3:2].[C:15]([O:19][C:20](=[O:27])[NH:21][C@@H:22]1[CH2:26][CH2:25][NH:24][CH2:23]1)([CH3:18])([CH3:17])[CH3:16].C(OC(=O)C1C=CC(CN2CC[C@@H](NC(OC(C)(C)C)=O)C2)=C(C(F)(F)F)C=1)C. (7) Given the product [F:22][C:19]1[CH:20]=[CH:21][C:16]([C@:13]2([CH2:23][CH2:24][C:25]([NH2:27])=[O:26])[O:12][C:11](=[O:28])[N:10]([C@H:8]([C:5]3[CH:6]=[CH:7][C:2]([C:34]4[CH:35]=[N:36][C:31]([O:30][CH3:29])=[CH:32][CH:33]=4)=[CH:3][CH:4]=3)[CH3:9])[CH2:15][CH2:14]2)=[CH:17][CH:18]=1, predict the reactants needed to synthesize it. The reactants are: Br[C:2]1[CH:7]=[CH:6][C:5]([C@@H:8]([N:10]2[CH2:15][CH2:14][C@:13]([CH2:23][CH2:24][C:25]([NH2:27])=[O:26])([C:16]3[CH:21]=[CH:20][C:19]([F:22])=[CH:18][CH:17]=3)[O:12][C:11]2=[O:28])[CH3:9])=[CH:4][CH:3]=1.[CH3:29][O:30][C:31]1[N:36]=[CH:35][C:34](B(O)O)=[CH:33][CH:32]=1. (8) Given the product [CH2:1]([O:3][C:4]([C:6]1[O:7][C:8]2[CH:14]=[CH:13][C:12]([C:15]([CH2:33][CH3:34])([C:19]3[CH:20]=[CH:25][C:26]([OH:27])=[C:21]([CH3:28])[CH:22]=3)[CH2:16][CH3:17])=[CH:11][C:9]=2[CH:10]=1)=[O:5])[CH3:2], predict the reactants needed to synthesize it. The reactants are: [CH2:1]([O:3][C:4]([C:6]1[O:7][C:8]2[CH:14]=[CH:13][C:12]([C:15]([CH2:19][CH3:20])(O)[CH2:16][CH3:17])=[CH:11][C:9]=2[CH:10]=1)=[O:5])[CH3:2].[C:21]1([CH3:28])[C:26]([OH:27])=[CH:25]C=C[CH:22]=1.B(F)(F)F.[CH3:33][CH2:34]OCC. (9) Given the product [CH3:1][C:2]1[CH:3]=[CH:4][N:5]2[C:6]3[CH:26]=[CH:25][CH:24]=[CH:23][C:7]=3[O:8][C:9]3([CH2:14][CH2:13][NH:12][CH2:11][CH2:10]3)[C:22]=12, predict the reactants needed to synthesize it. The reactants are: [CH3:1][C:2]1[CH:3]=[CH:4][N:5]2[C:22]=1[C:9]1([CH2:14][CH2:13][N:12](C(OC(C)(C)C)=O)[CH2:11][CH2:10]1)[O:8][C:7]1[CH:23]=[CH:24][CH:25]=[CH:26][C:6]2=1.Cl.O1CCOCC1.